From a dataset of Reaction yield outcomes from USPTO patents with 853,638 reactions. Predict the reaction yield, written as a fraction of the theoretical maximum amount of product (1.0 means a 100% yield; for example, 0.34 means a 34% yield). (1) The reactants are [Cl:1][C:2]1[CH:3]=[C:4]([S:9]([N:12]([CH2:22][C:23]2[CH:32]=[CH:31][C:26]([C:27]([O:29]C)=[O:28])=[CH:25][CH:24]=2)[C@H:13]([C:16]2[CH:21]=[CH:20][CH:19]=[CH:18][CH:17]=2)[CH2:14][CH3:15])(=[O:11])=[O:10])[CH:5]=[CH:6][C:7]=1[Cl:8].O.[OH-].[Li+]. No catalyst specified. The product is [Cl:1][C:2]1[CH:3]=[C:4]([S:9]([N:12]([CH2:22][C:23]2[CH:24]=[CH:25][C:26]([C:27]([OH:29])=[O:28])=[CH:31][CH:32]=2)[C@H:13]([C:16]2[CH:21]=[CH:20][CH:19]=[CH:18][CH:17]=2)[CH2:14][CH3:15])(=[O:11])=[O:10])[CH:5]=[CH:6][C:7]=1[Cl:8]. The yield is 0.860. (2) The reactants are Cl[CH2:2][C:3]1[NH:8][C:7](=[O:9])[CH:6]=[C:5]([CH3:10])[N:4]=1.[Cl:11][C:12]1[C:13]([O:35][CH3:36])=[CH:14][C:15]([O:33][CH3:34])=[C:16]([CH2:18][CH2:19][C:20]2([CH:28]3[CH2:32][CH2:31][CH2:30][CH2:29]3)[O:25][C:24](=[O:26])[CH2:23][C:22](=[O:27])[CH2:21]2)[CH:17]=1. No catalyst specified. The product is [Cl:11][C:12]1[C:13]([O:35][CH3:36])=[CH:14][C:15]([O:33][CH3:34])=[C:16]([CH2:18][CH2:19][C:20]2([CH:28]3[CH2:32][CH2:31][CH2:30][CH2:29]3)[O:25][C:24](=[O:26])[C:23]([CH2:2][C:3]3[NH:8][C:7](=[O:9])[CH:6]=[C:5]([CH3:10])[N:4]=3)=[C:22]([OH:27])[CH2:21]2)[CH:17]=1. The yield is 0.190. (3) The reactants are [Cl:1][C:2]1[CH:7]=[CH:6][C:5](I)=[CH:4][N:3]=1.[C:9](B1OC(C)(C)C(C)(C)O1)([CH3:11])=[CH2:10].COC1C=CC=C(OC)C=1C1C=CC=CC=1P(C1CCCCC1)C1CCCCC1.[O-]P([O-])([O-])=O.[K+].[K+].[K+]. The catalyst is C1(C)C=CC=CC=1.C1C=CC(/C=C/C(/C=C/C2C=CC=CC=2)=O)=CC=1.C1C=CC(/C=C/C(/C=C/C2C=CC=CC=2)=O)=CC=1.C1C=CC(/C=C/C(/C=C/C2C=CC=CC=2)=O)=CC=1.[Pd].[Pd]. The product is [Cl:1][C:2]1[CH:7]=[CH:6][C:5]([C:9]([CH3:11])=[CH2:10])=[CH:4][N:3]=1. The yield is 0.470. (4) The reactants are [Cl:1][C:2]1[CH:7]=[C:6]([C:8]#[C:9][C:10]2[CH:15]=[CH:14][C:13]([O:16][CH3:17])=[CH:12][CH:11]=2)[CH:5]=[CH:4][N:3]=1.[OH2:18].CS(C)=[O:21]. The catalyst is [Pd](Cl)Cl. The product is [Cl:1][C:2]1[CH:7]=[C:6]([C:8](=[O:21])[C:9]([C:10]2[CH:11]=[CH:12][C:13]([O:16][CH3:17])=[CH:14][CH:15]=2)=[O:18])[CH:5]=[CH:4][N:3]=1. The yield is 0.390. (5) No catalyst specified. The reactants are [Br:1][C:2]1[CH:3]=[C:4]([C:8]([C:16]2[C:17]([C:23]#[N:24])=[N:18][CH:19]=[C:20]([CH3:22])[CH:21]=2)=[N:9]S(C(C)(C)C)=O)[CH:5]=[CH:6][CH:7]=1.Br[C:26]1[CH:31]=[CH:30][C:29]([O:32][CH3:33])=[CH:28][CH:27]=1. The yield is 0.930. The product is [Br:1][C:2]1[CH:3]=[C:4]([C:8]2([C:26]3[CH:31]=[CH:30][C:29]([O:32][CH3:33])=[CH:28][CH:27]=3)[C:16]3[C:17](=[N:18][CH:19]=[C:20]([CH3:22])[CH:21]=3)[C:23]([NH2:24])=[N:9]2)[CH:5]=[CH:6][CH:7]=1. (6) The reactants are C(OC([NH:8][C@@H:9]([CH2:18][CH2:19][NH:20][C:21](=[O:50])[C:22]1[CH:27]=[CH:26][C:25]([NH:28][C:29]2[N:38]=[CH:37][C:36]3[N:35]([CH3:39])[C:34](=[O:40])[C@@H:33]([CH2:41][CH3:42])[N:32]([CH:43]4[CH2:47][CH2:46][CH2:45][CH2:44]4)[C:31]=3[N:30]=2)=[C:24]([O:48][CH3:49])[CH:23]=1)[C:10]([O:12][CH:13]1[CH2:17][CH2:16][CH2:15][CH2:14]1)=[O:11])=O)(C)(C)C.Cl.O1CCOCC1. The catalyst is C(Cl)Cl. The product is [NH2:8][C@@H:9]([CH2:18][CH2:19][NH:20][C:21](=[O:50])[C:22]1[CH:27]=[CH:26][C:25]([NH:28][C:29]2[N:38]=[CH:37][C:36]3[N:35]([CH3:39])[C:34](=[O:40])[C@@H:33]([CH2:41][CH3:42])[N:32]([CH:43]4[CH2:47][CH2:46][CH2:45][CH2:44]4)[C:31]=3[N:30]=2)=[C:24]([O:48][CH3:49])[CH:23]=1)[C:10]([O:12][CH:13]1[CH2:17][CH2:16][CH2:15][CH2:14]1)=[O:11]. The yield is 0.920. (7) The catalyst is Cl.O1CCOCC1. The reactants are C(OC(=O)[NH:7][CH:8]1[CH2:13][CH2:12][N:11]([C:14]2[CH:19]=[CH:18][C:17]([S:20](=[O:28])(=[O:27])[NH:21][C:22]3[S:26][N:25]=[CH:24][N:23]=3)=[CH:16][CH:15]=2)[CH2:10][CH2:9]1)(C)(C)C. The product is [NH2:7][CH:8]1[CH2:13][CH2:12][N:11]([C:14]2[CH:19]=[CH:18][C:17]([S:20]([NH:21][C:22]3[S:26][N:25]=[CH:24][N:23]=3)(=[O:28])=[O:27])=[CH:16][CH:15]=2)[CH2:10][CH2:9]1. The yield is 0.810.